From a dataset of Reaction yield outcomes from USPTO patents with 853,638 reactions. Predict the reaction yield, written as a fraction of the theoretical maximum amount of product (1.0 means a 100% yield; for example, 0.34 means a 34% yield). The reactants are [CH3:1][N:2]1[C:6]([C:7]2[CH:12]=[CH:11][N:10]=[C:9]([NH:13]C3C=CC(S(=O)(=O)NCCCN4CCCC4=O)=CC=3)[N:8]=2)=[CH:5][N:4]=[C:3]1[CH3:33].[Cl:34]N1C(=O)CCC1=O. The catalyst is C(O)(=O)C. The product is [NH2:13][C:9]1[N:8]=[C:7]([C:6]2[N:2]([CH3:1])[C:3]([CH3:33])=[N:4][CH:5]=2)[C:12]([Cl:34])=[CH:11][N:10]=1. The yield is 0.770.